This data is from Forward reaction prediction with 1.9M reactions from USPTO patents (1976-2016). The task is: Predict the product of the given reaction. (1) Given the reactants [CH:1]([CH:3]=O)=[O:2].[CH3:5][NH:6][N:7]=[CH:8][C:9](=[O:11])[CH3:10], predict the reaction product. The product is: [OH:11][C:9]1[C:8]([C:1](=[O:2])[CH3:3])=[N:7][N:6]([CH3:5])[CH:10]=1. (2) Given the reactants [CH3:1][O:2][C:3]1[C:4]([CH3:12])=[C:5]([CH:9]=[CH:10][CH:11]=1)[C:6](O)=[O:7].O.C(OCC)(=O)C.Cl, predict the reaction product. The product is: [CH3:1][O:2][C:3]1[C:4]([CH3:12])=[C:5]([CH2:6][OH:7])[CH:9]=[CH:10][CH:11]=1. (3) The product is: [CH2:7]([O:6][P:4]([CH:9]([P:45]([O:47][CH2:48][CH3:49])([O:50][CH2:51][CH3:52])=[O:46])[CH2:10][C:11]([N:13]1[CH2:18][CH2:17][CH2:16][C@H:15]2[CH2:19][N:20]([C:22]3[C:31]([O:32][CH3:33])=[C:30]4[C:25]([C:26](=[O:43])[C:27]([C:37]([OH:39])=[O:38])=[CH:28][N:29]4[CH:34]4[CH2:35][CH2:36]4)=[CH:24][C:23]=3[F:44])[CH2:21][C@@H:14]12)=[O:12])([O:3][CH2:1][CH3:2])=[O:5])[CH3:8]. Given the reactants [CH2:1]([O:3][P:4]([CH:9]([P:45]([O:50][CH2:51][CH3:52])([O:47][CH2:48][CH3:49])=[O:46])[CH2:10][C:11]([N:13]1[CH2:18][CH2:17][CH2:16][C@H:15]2[CH2:19][N:20]([C:22]3[C:31]([O:32][CH3:33])=[C:30]4[C:25]([C:26](=[O:43])[C:27]([C:37]([O:39]CC=C)=[O:38])=[CH:28][N:29]4[CH:34]4[CH2:36][CH2:35]4)=[CH:24][C:23]=3[F:44])[CH2:21][C@@H:14]12)=[O:12])([O:6][CH2:7][CH3:8])=[O:5])[CH3:2].O.C1(C)C(S([O-])=O)=CC=CC=1.[Na+], predict the reaction product. (4) Given the reactants [CH3:1][C:2]1[N:11]([C:12]2[CH:17]=[CH:16][C:15]([O:18][CH:19]3[CH2:24][CH2:23][NH:22][CH2:21][CH2:20]3)=[CH:14][CH:13]=2)[C:10](=[O:25])[C:9]2[C:4](=[CH:5][CH:6]=[CH:7][CH:8]=2)[N:3]=1.[CH2:26](I)[CH3:27].C(=O)([O-])[O-].[K+].[K+], predict the reaction product. The product is: [CH2:26]([N:22]1[CH2:23][CH2:24][CH:19]([O:18][C:15]2[CH:14]=[CH:13][C:12]([N:11]3[C:10](=[O:25])[C:9]4[C:4](=[CH:5][CH:6]=[CH:7][CH:8]=4)[N:3]=[C:2]3[CH3:1])=[CH:17][CH:16]=2)[CH2:20][CH2:21]1)[CH3:27]. (5) Given the reactants [CH3:1][O:2][C:3]1[CH:20]=[CH:19][C:6]([C:7]([CH:9]2[CH2:14][CH2:13][N:12]([CH2:15][C:16]([OH:18])=O)[CH2:11][CH2:10]2)=[O:8])=[CH:5][CH:4]=1.CCN(C(C)C)C(C)C.CN(C(ON1N=NC2C=CC=NC1=2)=[N+](C)C)C.F[P-](F)(F)(F)(F)F.[CH:54]1([CH2:57][NH:58][CH2:59][C:60]2[NH:61][C:62](=[O:70])[C:63]3[CH2:69][O:68][CH2:67][CH2:66][C:64]=3[N:65]=2)[CH2:56][CH2:55]1, predict the reaction product. The product is: [CH:54]1([CH2:57][N:58]([CH2:59][C:60]2[NH:61][C:62](=[O:70])[C:63]3[CH2:69][O:68][CH2:67][CH2:66][C:64]=3[N:65]=2)[C:16](=[O:18])[CH2:15][N:12]2[CH2:11][CH2:10][CH:9]([C:7](=[O:8])[C:6]3[CH:5]=[CH:4][C:3]([O:2][CH3:1])=[CH:20][CH:19]=3)[CH2:14][CH2:13]2)[CH2:56][CH2:55]1. (6) Given the reactants [CH:1]([C:3]1[CH:18]=[CH:17][C:6]([O:7][C:8]2[N:9]=[CH:10][C:11]([C:14]([NH2:16])=[O:15])=[N:12][CH:13]=2)=[C:5]([O:19][CH3:20])[CH:4]=1)=O.[CH3:21][CH:22]([CH3:27])[CH2:23][CH2:24][CH2:25][NH2:26].[BH4-].[Na+], predict the reaction product. The product is: [CH3:20][O:19][C:5]1[CH:4]=[C:3]([CH2:1][NH:26][CH2:25][CH2:24][CH2:23][CH:22]([CH3:27])[CH3:21])[CH:18]=[CH:17][C:6]=1[O:7][C:8]1[N:9]=[CH:10][C:11]([C:14]([NH2:16])=[O:15])=[N:12][CH:13]=1. (7) Given the reactants [CH:1]1[C:10]2[C:5](=[CH:6][CH:7]=[CH:8][CH:9]=2)[C:4]([N:11]2[CH2:16][CH2:15][CH:14]([CH2:17][CH2:18]O)[CH2:13][CH2:12]2)=[CH:3][N:2]=1.C1(P(C2C=CC=CC=2)C2C=CC=CC=2)C=CC=CC=1.[O:39]1[CH2:43][C:42](=[O:44])[NH:41][C:40]1=[O:45].N(C(OC(C)C)=O)=NC(OC(C)C)=O, predict the reaction product. The product is: [CH:1]1[C:10]2[C:5](=[CH:6][CH:7]=[CH:8][CH:9]=2)[C:4]([N:11]2[CH2:12][CH2:13][CH:14]([CH2:17][CH2:18][N:41]3[C:42](=[O:44])[CH2:43][O:39][C:40]3=[O:45])[CH2:15][CH2:16]2)=[CH:3][N:2]=1. (8) The product is: [CH3:14][O:12][N:11]=[C:4]1[C:5]2[C:10](=[CH:9][CH:8]=[CH:7][CH:6]=2)[CH2:1][O:2][C:3]1=[O:13]. Given the reactants [CH2:1]1[C:10]2[C:5](=[CH:6][CH:7]=[CH:8][CH:9]=2)[C:4](=[N:11][OH:12])[C:3](=[O:13])[O:2]1.[C:14](=O)([O-])[O-].[K+].[K+].COS(OC)(=O)=O.O, predict the reaction product. (9) Given the reactants Cl[C:2]1[C:3]2[CH:10]=[CH:9][N:8]([CH2:11][O:12][CH2:13][CH2:14][Si:15]([CH3:18])([CH3:17])[CH3:16])[C:4]=2[N:5]=[CH:6][N:7]=1.CC1(C)C(C)(C)OB([C:27]2[CH:28]=[N:29][NH:30][CH:31]=2)O1.CN(C=O)C.C(=O)([O-])[O-].[K+].[K+], predict the reaction product. The product is: [NH:29]1[CH:28]=[C:27]([C:2]2[C:3]3[CH:10]=[CH:9][N:8]([CH2:11][O:12][CH2:13][CH2:14][Si:15]([CH3:18])([CH3:17])[CH3:16])[C:4]=3[N:5]=[CH:6][N:7]=2)[CH:31]=[N:30]1.